Dataset: Reaction yield outcomes from USPTO patents with 853,638 reactions. Task: Predict the reaction yield, written as a fraction of the theoretical maximum amount of product (1.0 means a 100% yield; for example, 0.34 means a 34% yield). (1) The reactants are C([NH:4][C:5]1[CH:17]=[C:16]2[C:8]([C:9]3[C:14]([CH2:18][CH2:19][CH2:20][CH3:21])([CH2:15]2)[CH2:13][CH2:12][C:11](=[O:22])[C:10]=3[Br:23])=[CH:7][C:6]=1[F:24])(=O)C. The catalyst is CO.Cl. The product is [NH2:4][C:5]1[CH:17]=[C:16]2[C:8]([C:9]3[C:14]([CH2:18][CH2:19][CH2:20][CH3:21])([CH2:15]2)[CH2:13][CH2:12][C:11](=[O:22])[C:10]=3[Br:23])=[CH:7][C:6]=1[F:24]. The yield is 0.470. (2) The reactants are [NH2:1][C:2]1[CH:21]=[CH:20][C:5]([CH2:6][C@@H:7]([C:16]([O:18][CH3:19])=[O:17])[NH:8][C:9]([O:11][C:12]([CH3:15])([CH3:14])[CH3:13])=[O:10])=[CH:4][CH:3]=1.C1(N=C=NC2CCCCC2)CCCCC1.[O:37]=[C:38]1[CH:42]=[CH:41][C:40](=[O:43])[N:39]1[CH2:44][CH2:45][CH2:46][CH2:47][CH2:48][C:49]([NH:51][CH2:52][C:53](O)=[O:54])=[O:50]. The catalyst is CN(C)C=O. The product is [C:12]([O:11][C:9]([NH:8][C@H:7]([C:16]([O:18][CH3:19])=[O:17])[CH2:6][C:5]1[CH:4]=[CH:3][C:2]([NH:1][C:53](=[O:54])[CH2:52][NH:51][C:49](=[O:50])[CH2:48][CH2:47][CH2:46][CH2:45][CH2:44][N:39]2[C:38](=[O:37])[CH:42]=[CH:41][C:40]2=[O:43])=[CH:21][CH:20]=1)=[O:10])([CH3:13])([CH3:14])[CH3:15]. The yield is 0.323. (3) The reactants are Br[C:2]1[O:6][C:5]([C:7]([OH:9])=[O:8])=[CH:4][CH:3]=1.[CH3:10][O:11][C:12]([C:14]1[CH:15]=[C:16](B(O)O)[CH:17]=[CH:18][CH:19]=1)=[O:13].C(=O)([O-])O.[Na+].C1(C)C=CC=CC=1. The catalyst is C1C=CC([P]([Pd]([P](C2C=CC=CC=2)(C2C=CC=CC=2)C2C=CC=CC=2)([P](C2C=CC=CC=2)(C2C=CC=CC=2)C2C=CC=CC=2)[P](C2C=CC=CC=2)(C2C=CC=CC=2)C2C=CC=CC=2)(C2C=CC=CC=2)C2C=CC=CC=2)=CC=1.O.O1CCCC1. The product is [CH3:10][O:11][C:12]([C:14]1[CH:19]=[C:18]([C:2]2[O:6][C:5]([C:7]([OH:9])=[O:8])=[CH:4][CH:3]=2)[CH:17]=[CH:16][CH:15]=1)=[O:13]. The yield is 0.910. (4) The reactants are [CH2:1]([O:8][C:9]([N:11]1[CH2:20][CH2:19][C:18]2[C:13](=[CH:14][CH:15]=[C:16]([N:21]3[C:25](C(O)=O)=[CH:24][C:23]([C:29]([CH3:32])([CH3:31])[CH3:30])=[N:22]3)[CH:17]=2)[CH2:12]1)=[O:10])[C:2]1[CH:7]=[CH:6][CH:5]=[CH:4][CH:3]=1.C1C=CC(P([N:47]=[N+]=[N-])(C2C=CC=CC=2)=O)=CC=1.[Cl:50][C:51]([Cl:55])([Cl:54])[CH2:52][OH:53].[O:56]1[CH2:61]COCC1. The catalyst is [Cl-].[Na+].O. The product is [C:29]([C:23]1[CH:24]=[C:25]([NH:47][C:61]([O:53][CH2:52][C:51]([Cl:55])([Cl:54])[Cl:50])=[O:56])[N:21]([C:16]2[CH:17]=[C:18]3[C:13](=[CH:14][CH:15]=2)[CH2:12][N:11]([C:9]([O:8][CH2:1][C:2]2[CH:3]=[CH:4][CH:5]=[CH:6][CH:7]=2)=[O:10])[CH2:20][CH2:19]3)[N:22]=1)([CH3:32])([CH3:30])[CH3:31]. The yield is 0.610. (5) The reactants are [NH2:1][C:2]1[N:7]=[CH:6][C:5](/[CH:8]=[CH:9]/[C:10]([N:12]([CH3:24])[CH2:13][C:14]2[S:18][C:17]3[CH:19]=[CH:20][CH:21]=[CH:22][C:16]=3[C:15]=2[CH3:23])=[O:11])=[CH:4][CH:3]=1.NC1N=CC(/C=C/C(N(C)CC2N(C)C3C(C=2)=CC=CC=3)=O)=CC=1.[C:49]1(=O)[O:54][C:52](=[O:53])[CH2:51][CH2:50]1. The catalyst is O1CCOCC1. The product is [O:53]=[C:52]1[CH2:51][CH2:50][C:49](=[O:54])[N:1]1[C:2]1[N:7]=[CH:6][C:5](/[CH:8]=[CH:9]/[C:10]([N:12]([CH3:24])[CH2:13][C:14]2[S:18][C:17]3[CH:19]=[CH:20][CH:21]=[CH:22][C:16]=3[C:15]=2[CH3:23])=[O:11])=[CH:4][CH:3]=1. The yield is 0.610.